Dataset: Reaction yield outcomes from USPTO patents with 853,638 reactions. Task: Predict the reaction yield, written as a fraction of the theoretical maximum amount of product (1.0 means a 100% yield; for example, 0.34 means a 34% yield). The reactants are [Br:1][C:2]1[CH:3]=[C:4]([CH:8]=[C:9]([OH:11])[CH:10]=1)[C:5]([OH:7])=[O:6].[C:12](Cl)(C)=O. The catalyst is CO.CC(=O)OCC. The product is [Br:1][C:2]1[CH:3]=[C:4]([CH:8]=[C:9]([OH:11])[CH:10]=1)[C:5]([O:7][CH3:12])=[O:6]. The yield is 0.970.